From a dataset of NCI-60 drug combinations with 297,098 pairs across 59 cell lines. Regression. Given two drug SMILES strings and cell line genomic features, predict the synergy score measuring deviation from expected non-interaction effect. (1) Drug 1: CCC1=CC2CC(C3=C(CN(C2)C1)C4=CC=CC=C4N3)(C5=C(C=C6C(=C5)C78CCN9C7C(C=CC9)(C(C(C8N6C)(C(=O)OC)O)OC(=O)C)CC)OC)C(=O)OC.C(C(C(=O)O)O)(C(=O)O)O. Drug 2: C1C(C(OC1N2C=NC3=C(N=C(N=C32)Cl)N)CO)O. Cell line: HCT-15. Synergy scores: CSS=18.4, Synergy_ZIP=-5.50, Synergy_Bliss=0.164, Synergy_Loewe=1.09, Synergy_HSA=1.59. (2) Drug 1: CC1OCC2C(O1)C(C(C(O2)OC3C4COC(=O)C4C(C5=CC6=C(C=C35)OCO6)C7=CC(=C(C(=C7)OC)O)OC)O)O. Drug 2: C1=CC=C(C=C1)NC(=O)CCCCCCC(=O)NO. Cell line: KM12. Synergy scores: CSS=39.6, Synergy_ZIP=3.96, Synergy_Bliss=9.62, Synergy_Loewe=13.3, Synergy_HSA=14.4. (3) Drug 1: CC1=C(C=C(C=C1)NC(=O)C2=CC=C(C=C2)CN3CCN(CC3)C)NC4=NC=CC(=N4)C5=CN=CC=C5. Drug 2: C1CCC(C(C1)N)N.C(=O)(C(=O)[O-])[O-].[Pt+4]. Cell line: UACC-257. Synergy scores: CSS=2.62, Synergy_ZIP=3.37, Synergy_Bliss=0.333, Synergy_Loewe=0.519, Synergy_HSA=0.671. (4) Drug 1: CC1=C(C=C(C=C1)NC(=O)C2=CC=C(C=C2)CN3CCN(CC3)C)NC4=NC=CC(=N4)C5=CN=CC=C5. Drug 2: C(CCl)NC(=O)N(CCCl)N=O. Cell line: RXF 393. Synergy scores: CSS=8.39, Synergy_ZIP=-2.85, Synergy_Bliss=0.300, Synergy_Loewe=1.15, Synergy_HSA=1.02. (5) Drug 1: C1CCN(CC1)CCOC2=CC=C(C=C2)C(=O)C3=C(SC4=C3C=CC(=C4)O)C5=CC=C(C=C5)O. Drug 2: CC1C(C(CC(O1)OC2CC(CC3=C2C(=C4C(=C3O)C(=O)C5=CC=CC=C5C4=O)O)(C(=O)C)O)N)O. Cell line: UO-31. Synergy scores: CSS=49.6, Synergy_ZIP=0.885, Synergy_Bliss=3.86, Synergy_Loewe=1.54, Synergy_HSA=4.35. (6) Cell line: RXF 393. Drug 1: COC1=CC(=CC(=C1O)OC)C2C3C(COC3=O)C(C4=CC5=C(C=C24)OCO5)OC6C(C(C7C(O6)COC(O7)C8=CC=CS8)O)O. Drug 2: CCC1(CC2CC(C3=C(CCN(C2)C1)C4=CC=CC=C4N3)(C5=C(C=C6C(=C5)C78CCN9C7C(C=CC9)(C(C(C8N6C)(C(=O)OC)O)OC(=O)C)CC)OC)C(=O)OC)O.OS(=O)(=O)O. Synergy scores: CSS=39.9, Synergy_ZIP=-9.66, Synergy_Bliss=-0.236, Synergy_Loewe=1.78, Synergy_HSA=4.01. (7) Drug 1: CC1=CC=C(C=C1)C2=CC(=NN2C3=CC=C(C=C3)S(=O)(=O)N)C(F)(F)F. Drug 2: C1CCC(C(C1)N)N.C(=O)(C(=O)[O-])[O-].[Pt+4]. Synergy scores: CSS=10.3, Synergy_ZIP=0.541, Synergy_Bliss=1.76, Synergy_Loewe=-13.2, Synergy_HSA=-2.59. Cell line: CAKI-1. (8) Cell line: HCT-15. Drug 1: CC1=C(C=C(C=C1)NC(=O)C2=CC=C(C=C2)CN3CCN(CC3)C)NC4=NC=CC(=N4)C5=CN=CC=C5. Drug 2: CCN(CC)CCCC(C)NC1=C2C=C(C=CC2=NC3=C1C=CC(=C3)Cl)OC. Synergy scores: CSS=34.1, Synergy_ZIP=1.24, Synergy_Bliss=4.52, Synergy_Loewe=-0.0844, Synergy_HSA=4.57. (9) Drug 1: CN(CCCl)CCCl.Cl. Drug 2: C1CCC(C(C1)N)N.C(=O)(C(=O)[O-])[O-].[Pt+4]. Cell line: NCI-H460. Synergy scores: CSS=79.7, Synergy_ZIP=10.1, Synergy_Bliss=9.96, Synergy_Loewe=2.37, Synergy_HSA=11.3. (10) Drug 1: CC1OCC2C(O1)C(C(C(O2)OC3C4COC(=O)C4C(C5=CC6=C(C=C35)OCO6)C7=CC(=C(C(=C7)OC)O)OC)O)O. Drug 2: C1=CN(C(=O)N=C1N)C2C(C(C(O2)CO)O)O.Cl. Cell line: HCT116. Synergy scores: CSS=70.6, Synergy_ZIP=-1.81, Synergy_Bliss=-1.54, Synergy_Loewe=0.567, Synergy_HSA=4.60.